Dataset: Full USPTO retrosynthesis dataset with 1.9M reactions from patents (1976-2016). Task: Predict the reactants needed to synthesize the given product. (1) Given the product [CH3:8][C:9]1([CH3:46])[NH:14][C:13](=[O:18])[C:12]2[CH:19]=[CH:20][C:21]([O:23][C:24]3[CH:25]=[C:26]([CH:37]=[C:38]([O:40][C@H:41]4[CH2:45][CH2:44][O:43][CH2:42]4)[CH:39]=3)[C:27]([NH:29][C:30]3[CH:35]=[N:34][C:33]([CH3:36])=[CH:32][N:31]=3)=[O:28])=[CH:22][C:11]=2[O:10]1, predict the reactants needed to synthesize it. The reactants are: FC(F)(F)C(O)=O.[CH3:8][C:9]1([CH3:46])[N:14](COC)[C:13](=[O:18])[C:12]2[CH:19]=[CH:20][C:21]([O:23][C:24]3[CH:25]=[C:26]([CH:37]=[C:38]([O:40][C@H:41]4[CH2:45][CH2:44][O:43][CH2:42]4)[CH:39]=3)[C:27]([NH:29][C:30]3[CH:35]=[N:34][C:33]([CH3:36])=[CH:32][N:31]=3)=[O:28])=[CH:22][C:11]=2[O:10]1. (2) Given the product [CH:64]1([NH:67][C:2]2[CH:7]=[CH:6][C:5]([C:8]([F:11])([F:10])[F:9])=[CH:4][N:3]=2)[CH2:66][CH2:65]1, predict the reactants needed to synthesize it. The reactants are: Br[C:2]1[CH:7]=[CH:6][C:5]([C:8]([F:11])([F:10])[F:9])=[CH:4][N:3]=1.C([O-])([O-])=O.[Cs+].[Cs+].C1C=CC(P(C2C(C3C(P(C4C=CC=CC=4)C4C=CC=CC=4)=CC=C4C=3C=CC=C4)=C3C(C=CC=C3)=CC=2)C2C=CC=CC=2)=CC=1.[CH:64]1([NH2:67])[CH2:66][CH2:65]1. (3) Given the product [NH2:41][C:35]1[CH:34]=[C:33]([C:31]([C:14]2[C:15]3[CH:20]=[N:19][C:18]([NH2:21])=[N:17][C:16]=3[N:12]([C:2]([CH3:11])([CH3:1])[CH2:3][OH:4])[CH:13]=2)=[O:32])[CH:40]=[CH:39][C:36]=1[C:37]#[N:38], predict the reactants needed to synthesize it. The reactants are: [CH3:1][C:2]([N:12]1[C:16]2[N:17]=[C:18]([NH:21]CC3C=CC(OC)=CC=3)[N:19]=[CH:20][C:15]=2[C:14]([C:31]([C:33]2[CH:40]=[CH:39][C:36]([C:37]#[N:38])=[C:35]([NH:41]CC3C=CC(OC)=CC=3)[CH:34]=2)=[O:32])=[CH:13]1)([CH3:11])[CH2:3][O:4]C1CCCCO1. (4) Given the product [CH2:14]([O:21][NH:22][C:10](=[O:12])[CH2:9][NH:8][C:6](=[O:7])[O:5][C:1]([CH3:2])([CH3:3])[CH3:4])[C:15]1[CH:20]=[CH:19][CH:18]=[CH:17][CH:16]=1, predict the reactants needed to synthesize it. The reactants are: [C:1]([O:5][C:6]([NH:8][CH2:9][C:10]([OH:12])=O)=[O:7])([CH3:4])([CH3:3])[CH3:2].Cl.[CH2:14]([O:21][NH2:22])[C:15]1[CH:20]=[CH:19][CH:18]=[CH:17][CH:16]=1.CN1CCOCC1.CCN=C=NCCCN(C)C. (5) Given the product [CH3:1][O:2][C:3]1[CH:19]=[CH:18][C:6]([CH2:7][N:8]2[C:16]3[C:11](=[CH:12][CH:13]=[C:14]([N:23]4[CH2:22][CH2:21][N:20]([C:26]([O:28][C:29]([CH3:32])([CH3:31])[CH3:30])=[O:27])[CH2:25][CH2:24]4)[CH:15]=3)[CH:10]=[N:9]2)=[CH:5][CH:4]=1, predict the reactants needed to synthesize it. The reactants are: [CH3:1][O:2][C:3]1[CH:19]=[CH:18][C:6]([CH2:7][N:8]2[C:16]3[C:11](=[CH:12][CH:13]=[C:14](Br)[CH:15]=3)[CH:10]=[N:9]2)=[CH:5][CH:4]=1.[N:20]1([C:26]([O:28][C:29]([CH3:32])([CH3:31])[CH3:30])=[O:27])[CH2:25][CH2:24][NH:23][CH2:22][CH2:21]1.C([O-])([O-])=O.[Cs+].[Cs+].CC(C1C=C(C(C)C)C(C2C=CC=CC=2P(C2CCCCC2)C2CCCCC2)=C(C(C)C)C=1)C.